Dataset: Full USPTO retrosynthesis dataset with 1.9M reactions from patents (1976-2016). Task: Predict the reactants needed to synthesize the given product. (1) Given the product [ClH:19].[ClH:19].[N:1]1([C:10]2[N:18]=[C:17]([NH:20][C@@H:21]3[CH2:26][CH2:25][CH2:24][CH2:23][C@H:22]3[NH2:27])[N:16]=[C:15]3[C:11]=2[N:12]=[CH:13][NH:14]3)[C:5]2[CH:6]=[CH:7][CH:8]=[CH:9][C:4]=2[N:3]=[CH:2]1, predict the reactants needed to synthesize it. The reactants are: [N:1]1([C:10]2[N:18]=[C:17]([Cl:19])[N:16]=[C:15]3[C:11]=2[N:12]=[CH:13][NH:14]3)[C:5]2[CH:6]=[CH:7][CH:8]=[CH:9][C:4]=2[N:3]=[CH:2]1.[NH2:20][C@H:21]1[CH2:26][CH2:25][CH2:24][CH2:23][C@@H:22]1[NH2:27]. (2) Given the product [F:12][C:13]([F:22])([F:23])[C:14]1[CH:15]=[C:16]([CH:19]=[CH:20][CH:21]=1)[CH2:17][NH:1][C:2]1[CH:3]=[C:4]([CH:9]=[CH:10][N:11]=1)[C:5]([O:7][CH3:8])=[O:6], predict the reactants needed to synthesize it. The reactants are: [NH2:1][C:2]1[CH:3]=[C:4]([CH:9]=[CH:10][N:11]=1)[C:5]([O:7][CH3:8])=[O:6].[F:12][C:13]([F:23])([F:22])[C:14]1[CH:15]=[C:16]([CH:19]=[CH:20][CH:21]=1)[CH:17]=O.C(O)(=O)C.[Na]. (3) Given the product [N:7]1([C:2]2[CH2:6][CH2:5][O:4][N:3]=2)[CH2:11][CH2:10][CH2:9][CH2:8]1, predict the reactants needed to synthesize it. The reactants are: Br[C:2]1[CH2:6][CH2:5][O:4][N:3]=1.[NH:7]1[CH2:11][CH2:10][CH2:9][CH2:8]1.C(=O)([O-])[O-].[Na+].[Na+].O. (4) The reactants are: Cl[C:2]1[C:11]2[C:6](=[CH:7][C:8]([C:12]3[CH:13]=[C:14]([CH:21]=[CH:22][C:23]=3[CH3:24])[C:15]([NH:17][CH:18]3[CH2:20][CH2:19]3)=[O:16])=[CH:9][CH:10]=2)[CH:5]=[N:4][N:3]=1.[CH3:25][N:26]1[CH2:31][CH:30]=[C:29](B2OC(C)(C)C(C)(C)O2)[CH2:28][CH2:27]1.C(=O)([O-])[O-].[K+].[K+]. Given the product [CH:18]1([NH:17][C:15](=[O:16])[C:14]2[CH:21]=[CH:22][C:23]([CH3:24])=[C:12]([C:8]3[CH:7]=[C:6]4[C:11](=[CH:10][CH:9]=3)[C:2]([C:29]3[CH2:30][CH2:31][N:26]([CH3:25])[CH2:27][CH:28]=3)=[N:3][N:4]=[CH:5]4)[CH:13]=2)[CH2:20][CH2:19]1, predict the reactants needed to synthesize it. (5) Given the product [Br:10][C:7]1[CH:6]=[C:3]([C:4]#[N:5])[C:2]2[N:9]([CH:11]=[CH:12][N:1]=2)[CH:8]=1, predict the reactants needed to synthesize it. The reactants are: [NH2:1][C:2]1[N:9]=[CH:8][C:7]([Br:10])=[CH:6][C:3]=1[C:4]#[N:5].[CH2:11](OC(OCC)CBr)[CH3:12]. (6) Given the product [CH2:1]([O:8][C:9](=[O:37])[N:10]([CH2:34][CH:35]=[CH2:36])[C:11]1[C:16](=[O:17])[N:15]2[C@H:18]([C:25]([N:26]([C:43]([O:42][C:39]([CH3:41])([CH3:40])[CH3:38])=[O:44])[C:27]3[CH:32]=[CH:31][CH:30]=[CH:29][CH:28]=3)=[O:33])[CH2:19][C@:20]([N:22]=[N+:23]=[N-:24])([CH3:21])[C:14]2=[N:13][CH:12]=1)[C:2]1[CH:3]=[CH:4][CH:5]=[CH:6][CH:7]=1, predict the reactants needed to synthesize it. The reactants are: [CH2:1]([O:8][C:9](=[O:37])[N:10]([CH2:34][CH:35]=[CH2:36])[C:11]1[C:16](=[O:17])[N:15]2[C@H:18]([C:25](=[O:33])[NH:26][C:27]3[CH:32]=[CH:31][CH:30]=[CH:29][CH:28]=3)[CH2:19][C@:20]([N:22]=[N+:23]=[N-:24])([CH3:21])[C:14]2=[N:13][CH:12]=1)[C:2]1[CH:7]=[CH:6][CH:5]=[CH:4][CH:3]=1.[CH3:38][C:39]([O:42][C:43](O[C:43]([O:42][C:39]([CH3:41])([CH3:40])[CH3:38])=[O:44])=[O:44])([CH3:41])[CH3:40].